This data is from Forward reaction prediction with 1.9M reactions from USPTO patents (1976-2016). The task is: Predict the product of the given reaction. (1) Given the reactants [CH3:1][C:2]1([CH3:17])[C:7]2[N:8]=[CH:9][N:10]([C:11]3[CH:16]=[CH:15][CH:14]=[CH:13][CH:12]=3)[C:6]=2[CH2:5][CH2:4][NH:3]1.[Cl:18][C:19]1[C:27]([C:28]([F:31])([F:30])[F:29])=[CH:26][CH:25]=[CH:24][C:20]=1[C:21](Cl)=[O:22].C([O-])([O-])=O.[K+].[K+], predict the reaction product. The product is: [Cl:18][C:19]1[C:27]([C:28]([F:30])([F:31])[F:29])=[CH:26][CH:25]=[CH:24][C:20]=1[C:21]([N:3]1[CH2:4][CH2:5][C:6]2[N:10]([C:11]3[CH:16]=[CH:15][CH:14]=[CH:13][CH:12]=3)[CH:9]=[N:8][C:7]=2[C:2]1([CH3:17])[CH3:1])=[O:22]. (2) Given the reactants [NH2:1][C:2]1[C:3]([OH:17])=[C:4]([C:8]2[CH:13]=[CH:12][CH:11]=[C:10]([C:14]([OH:16])=[O:15])[CH:9]=2)[CH:5]=[CH:6][CH:7]=1.[NH2:18]C1C=CC(C2C=CC=C(C(O)=O)C=2)=CC=1O.[CH3:35][C:36]1[CH2:37][C:38](=[O:47])[N:39]([C:41]2[CH:46]=[CH:45][CH:44]=[CH:43][CH:42]=2)[N:40]=1, predict the reaction product. The product is: [CH3:35][C:36]1[C:37](=[N:18][NH:1][C:2]2[C:3]([OH:17])=[C:4]([C:8]3[CH:13]=[CH:12][CH:11]=[C:10]([C:14]([OH:16])=[O:15])[CH:9]=3)[CH:5]=[CH:6][CH:7]=2)[C:38](=[O:47])[N:39]([C:41]2[CH:42]=[CH:43][CH:44]=[CH:45][CH:46]=2)[N:40]=1. (3) Given the reactants [F:1][C:2]1[CH:3]=[CH:4][C:5]([C:26]2[N:31]=[CH:30][CH:29]=[CH:28][N:27]=2)=[C:6]([CH:25]=1)[C:7]([NH:9][C@@H:10]([CH3:24])[CH2:11][N:12]1[CH:16]=[C:15]([C:17]2[CH:22]=[CH:21][C:20]([F:23])=[CH:19][N:18]=2)[CH:14]=[N:13]1)=[O:8].[H-].[Na+].[CH2:34](I)[CH3:35].[NH4+].[Cl-], predict the reaction product. The product is: [CH2:34]([N:9]([C@@H:10]([CH3:24])[CH2:11][N:12]1[CH:16]=[C:15]([C:17]2[CH:22]=[CH:21][C:20]([F:23])=[CH:19][N:18]=2)[CH:14]=[N:13]1)[C:7](=[O:8])[C:6]1[CH:25]=[C:2]([F:1])[CH:3]=[CH:4][C:5]=1[C:26]1[N:31]=[CH:30][CH:29]=[CH:28][N:27]=1)[CH3:35]. (4) Given the reactants [CH:1]([C:4]1[CH:9]=[CH:8][C:7]([CH:10]2[C:14]3[C:15]([CH3:28])=[C:16]([NH:20][C:21](=[O:27])[CH2:22][C:23]([CH3:26])([CH3:25])[CH3:24])[C:17]([CH3:19])=[CH:18][C:13]=3[S:12][CH2:11]2)=[CH:6][CH:5]=1)([CH3:3])[CH3:2].CCCCCC.[C:35](OCC)(=[O:37])C, predict the reaction product. The product is: [CH:35]([C:18]1[C:13]2[S:12][CH2:11][CH:10]([C:7]3[CH:6]=[CH:5][C:4]([CH:1]([CH3:2])[CH3:3])=[CH:9][CH:8]=3)[C:14]=2[C:15]([CH3:28])=[C:16]([NH:20][C:21](=[O:27])[CH2:22][C:23]([CH3:26])([CH3:25])[CH3:24])[C:17]=1[CH3:19])=[O:37]. (5) Given the reactants [F:1][C:2]1[CH:7]=[CH:6][C:5]([F:8])=[CH:4][C:3]=1[C@H:9]1[CH2:13][CH2:12][CH2:11][N:10]1[C:14]1[CH:19]=[CH:18][N:17]2[N:20]=[CH:21][C:22](/[CH:23]=[CH:24]/[C:25](O)=[O:26])=[C:16]2[N:15]=1.CN(C(ON1N=NC2C=CC=NC1=2)=[N+](C)C)C.F[P-](F)(F)(F)(F)F.CCN(C(C)C)C(C)C.[N:61]1([C:68]([O:70][C:71]([CH3:74])([CH3:73])[CH3:72])=[O:69])[CH2:67][CH2:66][CH2:65][NH:64][CH2:63][CH2:62]1, predict the reaction product. The product is: [F:1][C:2]1[CH:7]=[CH:6][C:5]([F:8])=[CH:4][C:3]=1[C@H:9]1[CH2:13][CH2:12][CH2:11][N:10]1[C:14]1[CH:19]=[CH:18][N:17]2[N:20]=[CH:21][C:22](/[CH:23]=[CH:24]/[C:25]([N:64]3[CH2:65][CH2:66][CH2:67][N:61]([C:68]([O:70][C:71]([CH3:74])([CH3:73])[CH3:72])=[O:69])[CH2:62][CH2:63]3)=[O:26])=[C:16]2[N:15]=1.